Dataset: NCI-60 drug combinations with 297,098 pairs across 59 cell lines. Task: Regression. Given two drug SMILES strings and cell line genomic features, predict the synergy score measuring deviation from expected non-interaction effect. (1) Drug 1: CC12CCC3C(C1CCC2=O)CC(=C)C4=CC(=O)C=CC34C. Drug 2: C1=NC2=C(N=C(N=C2N1C3C(C(C(O3)CO)O)O)F)N. Cell line: SF-539. Synergy scores: CSS=12.5, Synergy_ZIP=-0.400, Synergy_Bliss=-1.19, Synergy_Loewe=-3.06, Synergy_HSA=-0.989. (2) Drug 1: C1CCN(CC1)CCOC2=CC=C(C=C2)C(=O)C3=C(SC4=C3C=CC(=C4)O)C5=CC=C(C=C5)O. Drug 2: CC1CCC2CC(C(=CC=CC=CC(CC(C(=O)C(C(C(=CC(C(=O)CC(OC(=O)C3CCCCN3C(=O)C(=O)C1(O2)O)C(C)CC4CCC(C(C4)OC)OCCO)C)C)O)OC)C)C)C)OC. Cell line: CCRF-CEM. Synergy scores: CSS=26.9, Synergy_ZIP=9.90, Synergy_Bliss=5.33, Synergy_Loewe=-24.5, Synergy_HSA=1.55. (3) Drug 1: CC12CCC3C(C1CCC2=O)CC(=C)C4=CC(=O)C=CC34C. Drug 2: CC12CCC3C(C1CCC2O)C(CC4=C3C=CC(=C4)O)CCCCCCCCCS(=O)CCCC(C(F)(F)F)(F)F. Cell line: HCT116. Synergy scores: CSS=51.4, Synergy_ZIP=0.271, Synergy_Bliss=-0.772, Synergy_Loewe=-1.77, Synergy_HSA=-0.257.